This data is from Full USPTO retrosynthesis dataset with 1.9M reactions from patents (1976-2016). The task is: Predict the reactants needed to synthesize the given product. (1) The reactants are: [C:1]([C:5]1[N:6]=[C:7]([N:22]2[CH2:27][CH2:26]O[CH2:24][CH2:23]2)[C:8]2[N:13]=[N:12][N:11]([CH2:14][C:15]3[CH:20]=[CH:19][CH:18]=[CH:17][C:16]=3[Cl:21])[C:9]=2[N:10]=1)([CH3:4])([CH3:3])[CH3:2].C(C1N=C(Cl)C2N=NN(CC3C=CC=CC=3Cl)C=2N=1)(C)(C)C.N1CC[S:53]CC1. Given the product [C:1]([C:5]1[N:6]=[C:7]([N:22]2[CH2:27][CH2:26][S:53][CH2:24][CH2:23]2)[C:8]2[N:13]=[N:12][N:11]([CH2:14][C:15]3[CH:20]=[CH:19][CH:18]=[CH:17][C:16]=3[Cl:21])[C:9]=2[N:10]=1)([CH3:4])([CH3:3])[CH3:2], predict the reactants needed to synthesize it. (2) Given the product [S:37]1[C:33]2[CH:32]=[CH:31][CH:46]=[CH:45][C:34]=2[N:35]=[C:36]1[C:38]1[CH:4]=[CH:5][C:41]([NH:42][CH3:43])=[N:40][CH:39]=1, predict the reactants needed to synthesize it. The reactants are: BrC1S[C:4]2C=C(OC)C=C[C:5]=2N=1.BrC1C=CC(B2OC(C)(C)C(C)(C)O2)=CN=1.CO[C:31]1[CH:46]=[CH:45][C:34]2[N:35]=[C:36]([C:38]3[CH:39]=[N:40][C:41](N)=[N:42][CH:43]=3)[S:37][C:33]=2[CH:32]=1. (3) Given the product [N:1]1[CH:6]=[CH:5][CH:4]=[CH:3][C:2]=1[CH2:7][O:8][C:9]1[CH:18]=[C:17]([C:19]2[N:24]=[C:23]([CH2:25][OH:26])[CH:22]=[N:21][CH:20]=2)[C:16]2[CH2:15][CH2:14][CH2:13][CH2:12][C:11]=2[N:10]=1, predict the reactants needed to synthesize it. The reactants are: [N:1]1[CH:6]=[CH:5][CH:4]=[CH:3][C:2]=1[CH2:7][O:8][C:9]1[CH:18]=[C:17]([C:19]2[N:24]=[C:23]([CH:25]=[O:26])[CH:22]=[N:21][CH:20]=2)[C:16]2[CH2:15][CH2:14][CH2:13][CH2:12][C:11]=2[N:10]=1.[BH4-].[Na+].Cl.C(=O)([O-])O.[Na+].